From a dataset of Full USPTO retrosynthesis dataset with 1.9M reactions from patents (1976-2016). Predict the reactants needed to synthesize the given product. (1) Given the product [F:40][C:39]([F:42])([F:41])[S:36]([O:28][C:25]1[CH2:24][CH2:23][C:22]2([O:21][CH2:20][CH2:19][O:18]2)[CH2:27][CH:26]=1)(=[O:38])=[O:37], predict the reactants needed to synthesize it. The reactants are: C[Si]([N-][Si](C)(C)C)(C)C.[K+].C1(C)C=CC=CC=1.[O:18]1[C:22]2([CH2:27][CH2:26][C:25](=[O:28])[CH2:24][CH2:23]2)[O:21][CH2:20][CH2:19]1.C1C=CC(N([S:36]([C:39]([F:42])([F:41])[F:40])(=[O:38])=[O:37])[S:36]([C:39]([F:42])([F:41])[F:40])(=[O:38])=[O:37])=CC=1. (2) Given the product [CH2:7]([C:10]1[CH:15]=[CH:14][C:13]([NH:17][C:18]2[CH:23]=[CH:22][CH:21]=[CH:20][CH:19]=2)=[CH:12][CH:11]=1)[CH:8]=[CH2:9], predict the reactants needed to synthesize it. The reactants are: CC(C)([O-])C.[Na+].[CH2:7]([C:10]1[CH:15]=[CH:14][C:13](Br)=[CH:12][CH:11]=1)[CH:8]=[CH2:9].[NH2:17][C:18]1[CH:23]=[CH:22][CH:21]=[CH:20][CH:19]=1. (3) Given the product [CH3:37][SiH:35]([N:34]([C:30]([CH3:33])([CH3:32])[CH3:31])[CH:29]1[C:14]2[N:13]([CH3:12])[C:21]3[C:16]([C:15]=2[C:23]2[C:28]1=[CH:27][CH:26]=[CH:25][CH:24]=2)=[CH:17][C:18]([CH3:22])=[CH:19][CH:20]=3)[CH3:38], predict the reactants needed to synthesize it. The reactants are: [Li]CCCC.CCCCCC.[CH3:12][N:13]1[C:21]2[C:16](=[CH:17][C:18]([CH3:22])=[CH:19][CH:20]=2)[C:15]2[C:23]3[C:28]([CH2:29][C:14]1=2)=[CH:27][CH:26]=[CH:25][CH:24]=3.[C:30]([NH:34][Si:35]([CH3:38])([CH3:37])Cl)([CH3:33])([CH3:32])[CH3:31]. (4) Given the product [F:1][C:2]1[C:7]([F:8])=[CH:6][CH:5]=[CH:4][C:3]=1[C:9]([CH3:13])([CH3:12])[C:10]([OH:15])=[O:14], predict the reactants needed to synthesize it. The reactants are: [F:1][C:2]1[C:7]([F:8])=[CH:6][CH:5]=[CH:4][C:3]=1[C:9]([CH3:13])([CH3:12])[C:10]#N.[OH2:14].[OH:15]S(O)(=O)=O. (5) Given the product [C:8]([C:7]1[CH:6]=[CH:5][C:4]([NH:10][CH2:11][C@@H:12]([NH:16][C:17](=[O:23])[O:18][C:19]([CH3:22])([CH3:21])[CH3:20])[CH2:13][O:14][CH3:15])=[CH:3][C:2]=1[NH:25][C:26]1[S:30][N:29]=[C:28]([CH3:31])[CH:27]=1)#[N:9], predict the reactants needed to synthesize it. The reactants are: Br[C:2]1[CH:3]=[C:4]([NH:10][CH2:11][C@@H:12]([NH:16][C:17](=[O:23])[O:18][C:19]([CH3:22])([CH3:21])[CH3:20])[CH2:13][O:14][CH3:15])[CH:5]=[CH:6][C:7]=1[C:8]#[N:9].Cl.[NH2:25][C:26]1[S:30][N:29]=[C:28]([CH3:31])[CH:27]=1.C1C=CC(P(C2C(C3C(P(C4C=CC=CC=4)C4C=CC=CC=4)=CC=C4C=3C=CC=C4)=C3C(C=CC=C3)=CC=2)C2C=CC=CC=2)=CC=1.C([O-])([O-])=O.[K+].[K+]. (6) Given the product [CH:8]([Mg:5][Br:4])([CH3:16])[CH3:6].[C:6]([C:8]1[CH:16]=[CH:15][C:11]([C:12]([OH:14])=[O:13])=[CH:10][CH:9]=1)(=[O:7])[CH:1]([CH3:3])[CH3:2], predict the reactants needed to synthesize it. The reactants are: [CH:1]([Br:4])([CH3:3])[CH3:2].[Mg:5].[CH:6]([C:8]1[CH:16]=[CH:15][C:11]([C:12]([OH:14])=[O:13])=[CH:10][CH:9]=1)=[O:7].[Cl-].[NH4+].[Cr](O[Cr]([O-])(=O)=O)([O-])(=O)=O.[Na+].[Na+].S(=O)(=O)(O)O. (7) Given the product [C:20]([NH:24][S:16]([C:14]1[S:15][C:11]([C:6]2[N:5]=[C:4]([CH:1]3[CH2:3][CH2:2]3)[CH:9]=[C:8]([OH:10])[N:7]=2)=[CH:12][CH:13]=1)(=[O:18])=[O:17])([CH3:23])([CH3:22])[CH3:21], predict the reactants needed to synthesize it. The reactants are: [CH:1]1([C:4]2[CH:9]=[C:8]([OH:10])[N:7]=[C:6]([C:11]3[S:15][C:14]([S:16](Cl)(=[O:18])=[O:17])=[CH:13][CH:12]=3)[N:5]=2)[CH2:3][CH2:2]1.[C:20]([NH2:24])([CH3:23])([CH3:22])[CH3:21]. (8) The reactants are: [OH:1][C:2]1[CH:7]=[CH:6][C:5]([CH2:8][CH2:9][NH:10][C:11]2[N:16]=[C:15]([C:17]3[CH:18]=[C:19]([CH:23]=[CH:24][CH:25]=3)[C:20]([OH:22])=O)[CH:14]=[CH:13][N:12]=2)=[CH:4][CH:3]=1.C(OC([N:33]1[CH2:37][CH2:36][CH:35]([CH2:38][NH2:39])[CH2:34]1)=O)(C)(C)C.C(Cl)CCl. Given the product [OH:1][C:2]1[CH:7]=[CH:6][C:5]([CH2:8][CH2:9][NH:10][C:11]2[N:16]=[C:15]([C:17]3[CH:18]=[C:19]([CH:23]=[CH:24][CH:25]=3)[C:20]([NH:39][CH2:38][CH:35]3[CH2:36][CH2:37][NH:33][CH2:34]3)=[O:22])[CH:14]=[CH:13][N:12]=2)=[CH:4][CH:3]=1, predict the reactants needed to synthesize it. (9) Given the product [Br:31][C:15]1[C:16]([O:18][C:19]2[CH:20]=[C:21]([CH:27]=[CH:28][C:29]=2[Cl:30])[C:22]([O:24][CH2:25][CH3:26])=[O:23])=[CH:17][C:12]([NH:11][C:10]([NH2:9])=[S:32])=[N:13][CH:14]=1, predict the reactants needed to synthesize it. The reactants are: C([NH:9][C:10](=[S:32])[NH:11][C:12]1[CH:17]=[C:16]([O:18][C:19]2[CH:20]=[C:21]([CH:27]=[CH:28][C:29]=2[Cl:30])[C:22]([O:24][CH2:25][CH3:26])=[O:23])[C:15]([Br:31])=[CH:14][N:13]=1)(=O)C1C=CC=CC=1.C(=O)([O-])[O-].[K+].[K+]. (10) The reactants are: CS(O[CH2:6][C:7]1[CH:12]=[CH:11][CH:10]=[C:9]([N+:13]([O-:15])=[O:14])[C:8]=1[CH3:16])(=O)=O.[C-:17]#[N:18].[Na+]. Given the product [CH3:16][C:8]1[C:9]([N+:13]([O-:15])=[O:14])=[CH:10][CH:11]=[CH:12][C:7]=1[CH2:6][C:17]#[N:18], predict the reactants needed to synthesize it.